The task is: Predict the reaction yield, written as a fraction of the theoretical maximum amount of product (1.0 means a 100% yield; for example, 0.34 means a 34% yield).. This data is from Reaction yield outcomes from USPTO patents with 853,638 reactions. (1) The catalyst is O1CCCC1. The reactants are [Cl:1][C:2]1[CH:30]=[CH:29][C:5]([CH2:6][O:7][C:8]2[C:9]([O:25][CH2:26][CH2:27][F:28])=[C:10]([CH:14]([C:16]3[C:24]4[C:19](=[N:20][CH:21]=[CH:22][CH:23]=4)[NH:18][CH:17]=3)[OH:15])[CH:11]=[CH:12][CH:13]=2)=[C:4]([F:31])[CH:3]=1.CC(OI1(OC(C)=O)(OC(C)=O)OC(=O)C2C=CC=CC1=2)=O. The yield is 0.200. The product is [Cl:1][C:2]1[CH:30]=[CH:29][C:5]([CH2:6][O:7][C:8]2[C:9]([O:25][CH2:26][CH2:27][F:28])=[C:10]([C:14]([C:16]3[C:24]4[C:19](=[N:20][CH:21]=[CH:22][CH:23]=4)[NH:18][CH:17]=3)=[O:15])[CH:11]=[CH:12][CH:13]=2)=[C:4]([F:31])[CH:3]=1. (2) The reactants are [CH2:1]([CH:8]1[C:17]2[C:12](=[CH:13][CH:14]=[C:15]([O:18][CH3:19])[CH:16]=2)[CH2:11][CH2:10][C:9]1=O)[C:2]1[CH:7]=[CH:6][CH:5]=[CH:4][CH:3]=1.[C:21]([NH2:25])(=[O:24])[CH2:22][CH3:23].O.C1(C)C=CC(S(O)(=O)=O)=CC=1. The catalyst is C1(C)C=CC=CC=1. The product is [CH2:1]([C:8]1[C:17]2[C:12](=[CH:13][CH:14]=[C:15]([O:18][CH3:19])[CH:16]=2)[CH2:11][CH2:10][C:9]=1[NH:25][C:21](=[O:24])[CH2:22][CH3:23])[C:2]1[CH:7]=[CH:6][CH:5]=[CH:4][CH:3]=1. The yield is 0.650. (3) The reactants are [Br:1][C:2]1[CH:3]=[C:4]([C:8]([NH:15][C:16](=[O:19])[CH2:17]Cl)([C:10]2[CH:14]=[CH:13][NH:12][N:11]=2)[CH3:9])[CH:5]=[CH:6][CH:7]=1.[H-].[Na+]. The catalyst is C1COCC1.O. The product is [Br:1][C:2]1[CH:3]=[C:4]([C:8]2([CH3:9])[NH:15][C:16](=[O:19])[CH2:17][N:11]3[N:12]=[CH:13][CH:14]=[C:10]23)[CH:5]=[CH:6][CH:7]=1. The yield is 0.640. (4) The reactants are [CH:1]1[C:5]2=[C:6]3[C:10]([CH:11]=[CH:12][C:4]2=[N:3][C:2]=1[C:13]([O:15][CH3:16])=[O:14])=[N:9][CH:8]=[CH:7]3.N1CCCCC1. The catalyst is CN(C=O)C. The product is [CH2:7]1[C:6]2=[C:5]3[C:4](=[CH:12][CH:11]=[C:10]2[NH:9][CH2:8]1)[NH:3][C:2]([C:13]([O:15][CH3:16])=[O:14])=[CH:1]3. The yield is 0.930. (5) The reactants are [Br:1][C:2]1[CH:7]=[CH:6][C:5]([CH:8]([C:14]([O:16][CH2:17][CH3:18])=[O:15])[C:9]([O:11][CH2:12][CH3:13])=[O:10])=[CH:4][CH:3]=1.[H-].[Na+].I[CH3:22]. The catalyst is C1COCC1. The product is [Br:1][C:2]1[CH:7]=[CH:6][C:5]([C:8]([CH3:22])([C:9]([O:11][CH2:12][CH3:13])=[O:10])[C:14]([O:16][CH2:17][CH3:18])=[O:15])=[CH:4][CH:3]=1. The yield is 0.550. (6) The reactants are Cl[C:2]1[N:7]=[CH:6][C:5]([C:8]([C:10]2[C:18]3[C:13](=[N:14][CH:15]=[CH:16][CH:17]=3)[NH:12][CH:11]=2)=[O:9])=[CH:4][CH:3]=1.[F:19][C:20]([F:30])([F:29])[C:21]1[CH:28]=[CH:27][C:24]([CH2:25][NH2:26])=[CH:23][CH:22]=1.O1CCCC1.C(P(C(C)(C)C)C1C=CC=CC=1C1C=CC=CC=1)(C)(C)C. The catalyst is C([O-])(=O)C.[Pd+2].C([O-])(=O)C.O. The product is [NH:12]1[C:13]2=[N:14][CH:15]=[CH:16][CH:17]=[C:18]2[C:10]([C:8]([C:5]2[CH:6]=[N:7][C:2]([NH:26][CH2:25][C:24]3[CH:23]=[CH:22][C:21]([C:20]([F:19])([F:29])[F:30])=[CH:28][CH:27]=3)=[CH:3][CH:4]=2)=[O:9])=[CH:11]1. The yield is 0.185. (7) The reactants are [C:1](N)(=O)[C:2]1[CH:7]=CC=C[CH:3]=1.[CH3:10][C:11]1[C:12]([O:35][CH:36]2[CH2:41][CH2:40][N:39]([CH3:42])[CH2:38][CH2:37]2)=[CH:13][CH:14]=[C:15]2[C:20]=1[O:19][C:18](=[O:21])[C:17]([NH:22][C:23](=[O:34])C(OCC1C=CC=CC=1)=O)=[CH:16]2.CO[C:45]1[CH:46]=[C:47](OCOC)[C:48]([CH3:55])=[C:49]([O:51][CH2:52][O:53]C)[CH:50]=1.N1C=CC=C[CH:61]=1. The catalyst is [Pd].C1COCC1. The product is [C:52]([O:51][C:49]1[CH:50]=[CH:45][C:46]([C:23](=[O:34])[NH:22][C:17]2[C:18](=[O:21])[O:19][C:20]3[C:15]([CH:16]=2)=[CH:14][CH:13]=[C:12]([O:35][CH:36]2[CH2:41][CH2:40][N:39]([CH3:42])[CH2:38][CH2:37]2)[C:11]=3[CH3:10])=[CH:47][C:48]=1[CH2:55][CH:1]=[C:2]([CH3:7])[CH3:3])(=[O:53])[CH3:61]. The yield is 0.730.